Dataset: Acute oral toxicity (LD50) regression data from Zhu et al.. Task: Regression/Classification. Given a drug SMILES string, predict its toxicity properties. Task type varies by dataset: regression for continuous values (e.g., LD50, hERG inhibition percentage) or binary classification for toxic/non-toxic outcomes (e.g., AMES mutagenicity, cardiotoxicity, hepatotoxicity). Dataset: ld50_zhu. The molecule is NC(=O)Cc1c([O-])on[n+]1Cc1ccccc1. The rat oral LD50 is 1.72, given as -log10 of the dose in mol/kg body weight (higher means more acutely toxic).